This data is from Reaction yield outcomes from USPTO patents with 853,638 reactions. The task is: Predict the reaction yield, written as a fraction of the theoretical maximum amount of product (1.0 means a 100% yield; for example, 0.34 means a 34% yield). (1) The reactants are [CH3:1][O:2][C:3]1[CH:4]=[C:5]2[C:10](=[CH:11][C:12]=1[O:13][CH3:14])[N:9]=[CH:8][CH:7]=[C:6]2[O:15][C:16]1[C:22]([CH3:23])=[CH:21][C:19]([NH2:20])=[C:18]([CH3:24])[CH:17]=1.ClC(Cl)(O[C:29](=[O:35])[O:30][C:31](Cl)(Cl)Cl)Cl.[O:37]1[CH2:42][CH2:41]C(O)[CH2:39][CH2:38]1.C(=O)(O)[O-].[Na+]. The catalyst is C(Cl)Cl.C(N(CC)CC)C.C1(C)C=CC=CC=1. The product is [CH3:1][O:2][C:3]1[CH:4]=[C:5]2[C:10](=[CH:11][C:12]=1[O:13][CH3:14])[N:9]=[CH:8][CH:7]=[C:6]2[O:15][C:16]1[C:22]([CH3:23])=[CH:21][C:19]([NH:20][C:29](=[O:35])[O:30][CH:31]2[CH2:41][CH2:42][O:37][CH2:38][CH2:39]2)=[C:18]([CH3:24])[CH:17]=1. The yield is 0.840. (2) The reactants are [NH2:1][C:2]1[C:3]2[N:4]([C:8]([C@@H:26]3[CH2:30][CH2:29][CH2:28][NH:27]3)=[N:9][C:10]=2[C:11]2[CH:25]=[CH:24][C:14]([C:15]([NH:17][C:18]3[CH:23]=[CH:22][CH:21]=[CH:20][N:19]=3)=[O:16])=[CH:13][CH:12]=2)[CH:5]=[CH:6][N:7]=1.[CH3:31][O:32][CH2:33][C:34]#[C:35][C:36](O)=[O:37]. No catalyst specified. The product is [NH2:1][C:2]1[C:3]2[N:4]([C:8]([C@@H:26]3[CH2:30][CH2:29][CH2:28][N:27]3[C:36](=[O:37])[C:35]#[C:34][CH2:33][O:32][CH3:31])=[N:9][C:10]=2[C:11]2[CH:25]=[CH:24][C:14]([C:15]([NH:17][C:18]3[CH:23]=[CH:22][CH:21]=[CH:20][N:19]=3)=[O:16])=[CH:13][CH:12]=2)[CH:5]=[CH:6][N:7]=1. The yield is 0.247.